Dataset: NCI-60 drug combinations with 297,098 pairs across 59 cell lines. Task: Regression. Given two drug SMILES strings and cell line genomic features, predict the synergy score measuring deviation from expected non-interaction effect. (1) Drug 1: C1CCN(CC1)CCOC2=CC=C(C=C2)C(=O)C3=C(SC4=C3C=CC(=C4)O)C5=CC=C(C=C5)O. Drug 2: CC1CCC2CC(C(=CC=CC=CC(CC(C(=O)C(C(C(=CC(C(=O)CC(OC(=O)C3CCCCN3C(=O)C(=O)C1(O2)O)C(C)CC4CCC(C(C4)OC)O)C)C)O)OC)C)C)C)OC. Cell line: SR. Synergy scores: CSS=14.6, Synergy_ZIP=-0.764, Synergy_Bliss=-11.6, Synergy_Loewe=-38.4, Synergy_HSA=-12.4. (2) Synergy scores: CSS=48.5, Synergy_ZIP=-3.60, Synergy_Bliss=-5.66, Synergy_Loewe=-9.78, Synergy_HSA=-5.04. Drug 2: C1=CC(=CC=C1C#N)C(C2=CC=C(C=C2)C#N)N3C=NC=N3. Cell line: HL-60(TB). Drug 1: C1=C(C(=O)NC(=O)N1)N(CCCl)CCCl. (3) Drug 1: C1CCC(CC1)NC(=O)N(CCCl)N=O. Drug 2: C1=CC=C(C=C1)NC(=O)CCCCCCC(=O)NO. Cell line: SK-MEL-28. Synergy scores: CSS=33.2, Synergy_ZIP=-2.06, Synergy_Bliss=11.0, Synergy_Loewe=0.139, Synergy_HSA=11.4. (4) Drug 1: CCN(CC)CCCC(C)NC1=C2C=C(C=CC2=NC3=C1C=CC(=C3)Cl)OC. Drug 2: C1CNP(=O)(OC1)N(CCCl)CCCl. Cell line: M14. Synergy scores: CSS=11.3, Synergy_ZIP=-2.93, Synergy_Bliss=-3.04, Synergy_Loewe=-16.1, Synergy_HSA=-5.71. (5) Drug 1: COC1=C(C=C2C(=C1)N=CN=C2NC3=CC(=C(C=C3)F)Cl)OCCCN4CCOCC4. Drug 2: C1=CC=C(C=C1)NC(=O)CCCCCCC(=O)NO. Cell line: MALME-3M. Synergy scores: CSS=56.9, Synergy_ZIP=-0.264, Synergy_Bliss=4.61, Synergy_Loewe=5.26, Synergy_HSA=6.62.